Dataset: Full USPTO retrosynthesis dataset with 1.9M reactions from patents (1976-2016). Task: Predict the reactants needed to synthesize the given product. (1) Given the product [NH2:45][C@@:2]([CH3:1])([CH2:36][OH:37])[C:3]([NH:4][C@H:5]([CH2:6][O:7][CH2:8][C:9]1[CH:10]=[CH:11][CH:12]=[CH:13][CH:14]=1)[C:15]([N:17]1[CH2:34][CH2:33][CH2:32][C:19]2([C:23](=[O:24])[N:22]([CH3:25])[CH2:21][CH:20]2[C:26]2[CH:31]=[CH:30][CH:29]=[CH:28][CH:27]=2)[CH2:18]1)=[O:16])=[O:35], predict the reactants needed to synthesize it. The reactants are: [CH3:1][C:2]([NH:45]C(=O)OC(C)(C)C)([CH2:36][O:37][Si](C)(C)C(C)(C)C)[C:3](=[O:35])[NH:4][C@@H:5]([C:15]([N:17]1[CH2:34][CH2:33][CH2:32][C:19]2([C:23](=[O:24])[N:22]([CH3:25])[CH2:21][CH:20]2[C:26]2[CH:31]=[CH:30][CH:29]=[CH:28][CH:27]=2)[CH2:18]1)=[O:16])[CH2:6][O:7][CH2:8][C:9]1[CH:14]=[CH:13][CH:12]=[CH:11][CH:10]=1.CCOCC.O. (2) Given the product [O:13]=[C:11]1[NH:10][C:9](=[O:14])[C:8](=[CH:7][C:6]2[CH:15]=[CH:16][C:3]([C:1]3[NH:17][C:18]4[C:19]([OH:25])=[CH:20][CH:21]=[CH:22][C:23]=4[N:24]=3)=[CH:4][CH:5]=2)[S:12]1, predict the reactants needed to synthesize it. The reactants are: [CH:1]([C:3]1[CH:16]=[CH:15][C:6]([CH:7]=[C:8]2[S:12][C:11](=[O:13])[NH:10][C:9]2=[O:14])=[CH:5][CH:4]=1)=O.[NH2:17][C:18]1[C:23]([NH2:24])=[CH:22][CH:21]=[CH:20][C:19]=1[OH:25]. (3) Given the product [CH2:29]([O:28][C:32](=[S:6])[CH2:31][C:19]1[CH:20]=[CH:21][C:22]([N+:24]([O-:26])=[O:25])=[CH:23][C:18]=1[N+:15]([O-:17])=[O:16])[CH3:30], predict the reactants needed to synthesize it. The reactants are: C(OC(=O)C[SH:6])C.C(N(CC)CC)C.[N+:15]([C:18]1[CH:23]=[C:22]([N+:24]([O-:26])=[O:25])[CH:21]=[CH:20][C:19]=1F)([O-:17])=[O:16].[O:28]1[CH2:32][CH2:31][CH2:30][CH2:29]1. (4) Given the product [Cl:42][C:29]1[CH:30]=[CH:31][C:32]2[C:37](=[CH:36][CH:35]=[CH:34][CH:33]=2)[C:28]=1[O:27][P:26](=[N:12][C@@H:13]([C@H:22]([CH3:25])[CH2:23][CH3:24])[C:14]([O:16][CH2:17][C:18]([CH3:19])([CH3:20])[CH3:21])=[O:15])=[O:38], predict the reactants needed to synthesize it. The reactants are: S(C1C=CC(C)=CC=1)([O-])(=O)=O.[NH2:12][C@@H:13]([C@H:22]([CH3:25])[CH2:23][CH3:24])[C:14]([O:16][CH2:17][C:18]([CH3:21])([CH3:20])[CH3:19])=[O:15].[P:26](Cl)(Cl)(=[O:38])[O:27][C:28]1[C:37]2[C:32](=[CH:33][CH:34]=[CH:35][CH:36]=2)[CH:31]=[CH:30][CH:29]=1.C(Cl)[Cl:42]. (5) Given the product [CH2:1]([O:8][C:9]([N:10]1[CH2:11][CH2:12][C:13]2[C:17](=[C:16]([C:24]3[CH:29]=[CH:28][C:27]([F:30])=[CH:26][CH:25]=3)[N:15]([CH:31]([CH3:32])[CH3:33])[N:14]=2)[CH:18]=[CH:19]1)=[O:34])[C:2]1[CH:3]=[CH:4][CH:5]=[CH:6][CH:7]=1, predict the reactants needed to synthesize it. The reactants are: [CH2:1]([O:8][C:9](=[O:34])[NH:10][CH2:11][CH2:12][C:13]1[C:17]([CH2:18][CH:19]2OCCO2)=[C:16]([C:24]2[CH:29]=[CH:28][C:27]([F:30])=[CH:26][CH:25]=2)[N:15]([CH:31]([CH3:33])[CH3:32])[N:14]=1)[C:2]1[CH:7]=[CH:6][CH:5]=[CH:4][CH:3]=1.